Dataset: Forward reaction prediction with 1.9M reactions from USPTO patents (1976-2016). Task: Predict the product of the given reaction. (1) Given the reactants F[C:2]1[CH:9]=[CH:8][C:7]([CH:10]=[O:11])=[CH:6][C:3]=1[C:4]#[N:5].[OH:12][C:13]1[CH:20]=[CH:19][C:16]([C:17]#[N:18])=[C:15]([C:21]([F:24])([F:23])[F:22])[CH:14]=1, predict the reaction product. The product is: [C:4]([C:3]1[CH:6]=[C:7]([CH:10]=[O:11])[CH:8]=[CH:9][C:2]=1[O:12][C:13]1[CH:20]=[CH:19][C:16]([C:17]#[N:18])=[C:15]([C:21]([F:22])([F:23])[F:24])[CH:14]=1)#[N:5]. (2) Given the reactants Cl.[F:2][C:3]([F:34])([F:33])[O:4][C:5]1[CH:10]=[CH:9][CH:8]=[CH:7][C:6]=1[CH2:11][CH2:12][NH:13][CH2:14][CH2:15][CH2:16][CH2:17][C:18]([C:20]1[CH:21]=[C:22]([S:29]([NH2:32])(=[O:31])=[O:30])[C:23]2[O:27][CH2:26][CH2:25][C:24]=2[CH:28]=1)=[O:19].[C:35]([OH:42])(=[O:41])/[CH:36]=[CH:37]\[C:38]([OH:40])=[O:39], predict the reaction product. The product is: [C:35]([OH:42])(=[O:41])/[CH:36]=[CH:37]\[C:38]([OH:40])=[O:39].[F:34][C:3]([F:2])([F:33])[O:4][C:5]1[CH:10]=[CH:9][CH:8]=[CH:7][C:6]=1[CH2:11][CH2:12][NH:13][CH2:14][CH2:15][CH2:16][CH2:17][C:18]([C:20]1[CH:21]=[C:22]([S:29]([NH2:32])(=[O:30])=[O:31])[C:23]2[O:27][CH2:26][CH2:25][C:24]=2[CH:28]=1)=[O:19]. (3) Given the reactants [CH:1]1([C:7]2[N:12]=[C:11]([C:13]([OH:15])=O)[CH:10]=[CH:9][CH:8]=2)[CH2:6][CH2:5][CH2:4][CH2:3][CH2:2]1.[NH2:16][CH:17]1[CH2:22][CH2:21][CH2:20][CH2:19][CH:18]1[CH2:23][OH:24], predict the reaction product. The product is: [OH:24][CH2:23][CH:18]1[CH2:19][CH2:20][CH2:21][CH2:22][CH:17]1[NH:16][C:13]([C:11]1[CH:10]=[CH:9][CH:8]=[C:7]([CH:1]2[CH2:2][CH2:3][CH2:4][CH2:5][CH2:6]2)[N:12]=1)=[O:15]. (4) Given the reactants Br[C:2]1[CH:3]=[C:4]([CH:17]=[CH:18][C:19]=1[F:20])[CH2:5][C:6]1[C:15]2[CH2:14][CH2:13][CH2:12][CH2:11][C:10]=2[C:9](=[O:16])[NH:8][N:7]=1.[C:21]([C:24]1[CH:29]=[CH:28][C:27](B(O)O)=[CH:26][CH:25]=1)(=[O:23])[CH3:22].C(=O)([O-])[O-].[K+].[K+], predict the reaction product. The product is: [C:21]([C:24]1[CH:29]=[CH:28][C:27]([C:2]2[C:19]([F:20])=[CH:18][CH:17]=[C:4]([CH2:5][C:6]3[C:15]4[CH2:14][CH2:13][CH2:12][CH2:11][C:10]=4[C:9](=[O:16])[NH:8][N:7]=3)[CH:3]=2)=[CH:26][CH:25]=1)(=[O:23])[CH3:22]. (5) Given the reactants Br[C:2]1[N:6]([CH3:7])[C:5]([CH3:8])=[C:4]([C:9]([O:11][C:12]([CH3:15])([CH3:14])[CH3:13])=[O:10])[CH:3]=1.CC1(C)C2C=CC=C(P(C3C=CC=CC=3)C3C=CC=CC=3)[C:25]=2[O:24]C2C1=CC=CC=2P(C1C=CC=CC=1)C1C=CC=CC=1.C(N(CC)CC)C.C1C[O:68]CC1.O, predict the reaction product. The product is: [C:12]([O:11][C:9]([C:4]1[CH:3]=[C:2]([C:25]([OH:24])=[O:68])[N:6]([CH3:7])[C:5]=1[CH3:8])=[O:10])([CH3:15])([CH3:14])[CH3:13]. (6) The product is: [CH3:26][C:22]1[CH:23]=[CH:24][CH:25]=[C:20]([CH3:19])[C:21]=1[C:27]1[CH:28]=[CH:29][C:30]([C:6]([N:8]2[CH2:12][C:11](=[N:13][O:14][CH3:15])[CH2:10][C@H:9]2[C:16]([NH:36][CH2:37][CH:38]([OH:49])[CH2:39][O:40][C:41]2[CH:46]=[CH:45][C:44]([O:47][CH3:48])=[CH:43][CH:42]=2)=[O:18])=[O:7])=[CH:31][CH:32]=1. Given the reactants C(O[C:6]([N:8]1[CH2:12][C:11](=[N:13][O:14][CH3:15])[CH2:10][C@H:9]1[C:16]([OH:18])=O)=[O:7])(C)(C)C.[CH3:19][C:20]1[CH:25]=[CH:24][CH:23]=[C:22]([CH3:26])[C:21]=1[C:27]1[CH:32]=[CH:31][C:30](C(O)=O)=[CH:29][CH:28]=1.[NH2:36][CH2:37][CH:38]([OH:49])[CH2:39][O:40][C:41]1[CH:46]=[CH:45][C:44]([O:47][CH3:48])=[CH:43][CH:42]=1, predict the reaction product. (7) Given the reactants O.O.[Sn](Cl)(Cl)(Cl)Cl.[F:8][C:9]1[C:19]([N+:20]([O-])=O)=[CH:18][CH:17]=[C:16]([F:23])[C:10]=1[C:11]([O:13][CH2:14][CH3:15])=[O:12].C(=O)([O-])O.[Na+], predict the reaction product. The product is: [NH2:20][C:19]1[C:9]([F:8])=[C:10]([C:16]([F:23])=[CH:17][CH:18]=1)[C:11]([O:13][CH2:14][CH3:15])=[O:12]. (8) Given the reactants [NH2:1][C:2]1[CH:3]=[C:4]2[C:9](=[CH:10][CH:11]=1)[CH:8]=[N:7][CH:6]=[CH:5]2.[F:12][C:13]([F:25])([F:24])[C:14]1[CH:23]=[CH:22][C:17]([CH2:18][N:19]=[C:20]=[O:21])=[CH:16][CH:15]=1, predict the reaction product. The product is: [CH:8]1[C:9]2[C:4](=[CH:3][C:2]([NH:1][C:20]([NH:19][CH2:18][C:17]3[CH:16]=[CH:15][C:14]([C:13]([F:12])([F:25])[F:24])=[CH:23][CH:22]=3)=[O:21])=[CH:11][CH:10]=2)[CH:5]=[CH:6][N:7]=1.